This data is from Reaction yield outcomes from USPTO patents with 853,638 reactions. The task is: Predict the reaction yield, written as a fraction of the theoretical maximum amount of product (1.0 means a 100% yield; for example, 0.34 means a 34% yield). (1) The reactants are [C:1]([NH:4][C:5]([CH2:17][CH2:18][C:19]1[CH:24]=[CH:23][CH:22]=[CH:21][N:20]=1)([CH2:13][CH2:14][CH:15]=[CH2:16])[C:6]([NH:8][C:9]([CH3:12])([CH3:11])[CH3:10])=[O:7])(=[O:3])[CH3:2].[CH3:25][C:26]1([CH3:33])[C:30]([CH3:32])([CH3:31])[O:29][BH:28][O:27]1.O. The product is [C:1]([NH:4][C:5]([CH2:17][CH2:18][C:19]1[CH:24]=[CH:23][CH:22]=[CH:21][N:20]=1)([CH2:13][CH2:14][CH2:15][CH2:16][B:28]1[O:29][C:30]([CH3:32])([CH3:31])[C:26]([CH3:33])([CH3:25])[O:27]1)[C:6]([NH:8][C:9]([CH3:12])([CH3:11])[CH3:10])=[O:7])(=[O:3])[CH3:2]. The yield is 0.700. The catalyst is ClCCl.[Ir+].ClC1CCC=CCCC=1.C1(P(C2C=CC=CC=2)CCP(C2C=CC=CC=2)C2C=CC=CC=2)C=CC=CC=1. (2) The reactants are [OH:1][C@H:2]1[C:6]([CH3:8])([CH3:7])[CH2:5][O:4][C:3]1=[O:9].C(N(C(C)C)CC)(C)C.[C:19](Cl)(=[O:22])[CH:20]=[CH2:21].Cl. The catalyst is ClCCl.CCOC(C)=O. The product is [C:19]([O:1][C@H:2]1[C:6]([CH3:8])([CH3:7])[CH2:5][O:4][C:3]1=[O:9])(=[O:22])[CH:20]=[CH2:21]. The yield is 0.570. (3) The reactants are [CH:1]1([N:5]2[CH2:10][CH2:9][N:8]([C:11]([C:13]3[CH:14]=[C:15]4[C:19](=[CH:20][CH:21]=3)[NH:18][C:17]([C:22]([N:24]3[CH2:29][CH2:28][C:27]([F:31])([F:30])[CH2:26][CH2:25]3)=[O:23])=[CH:16]4)=[O:12])[CH2:7][CH2:6]2)[CH2:4][CH2:3][CH2:2]1.[CH3:32][O:33][C:34]1[N:39]=[CH:38][C:37](B(O)O)=[CH:36][N:35]=1.N1C=CC=CC=1. The catalyst is ClCCl.C([O-])(=O)C.[Cu+2].C([O-])(=O)C. The product is [CH:1]1([N:5]2[CH2:6][CH2:7][N:8]([C:11]([C:13]3[CH:14]=[C:15]4[C:19](=[CH:20][CH:21]=3)[N:18]([C:37]3[CH:36]=[N:35][C:34]([O:33][CH3:32])=[N:39][CH:38]=3)[C:17]([C:22]([N:24]3[CH2:25][CH2:26][C:27]([F:30])([F:31])[CH2:28][CH2:29]3)=[O:23])=[CH:16]4)=[O:12])[CH2:9][CH2:10]2)[CH2:2][CH2:3][CH2:4]1. The yield is 0.110. (4) The product is [CH3:1][O:2][C:3]([C:5]1[S:6][C:7]([C:15]2[CH:20]=[CH:19][CH:18]=[CH:17][CH:16]=2)=[CH:8][C:9]=1[N:10]([C:11]([CH3:14])([CH3:12])[CH3:13])[C:26](=[O:27])[C:25]1[CH:29]=[CH:30][C:31]([Cl:33])=[CH:32][C:24]=1[Cl:23])=[O:4]. The catalyst is ClC(Cl)C. The reactants are [CH3:1][O:2][C:3]([C:5]1[S:6][C:7]([C:15]2[CH:20]=[CH:19][CH:18]=[CH:17][CH:16]=2)=[CH:8][C:9]=1[NH:10][C:11]([CH3:14])([CH3:13])[CH3:12])=[O:4].N#N.[Cl:23][C:24]1[CH:32]=[C:31]([Cl:33])[CH:30]=[CH:29][C:25]=1[C:26](Cl)=[O:27]. The yield is 0.690. (5) The product is [OH:1][C:2]([C:30]1[S:31][CH:32]=[CH:33][CH:34]=1)([C:35]1[S:36][CH:37]=[CH:38][CH:39]=1)[C:3]([O:5][C@H:6]1[CH2:7][CH2:8][C@H:9]([N:12]([CH2:14][CH2:15][C:16]([NH:18][C:19]2[CH:24]=[C:23]([O:25][CH3:26])[C:22]([CH:27]=[O:28])=[CH:21][C:20]=2[Cl:29])=[O:17])[CH3:13])[CH2:10][CH2:11]1)=[O:4]. The catalyst is C(Cl)(Cl)Cl.[O-2].[Mn+4].[O-2]. The yield is 0.880. The reactants are [OH:1][C:2]([C:35]1[S:36][CH:37]=[CH:38][CH:39]=1)([C:30]1[S:31][CH:32]=[CH:33][CH:34]=1)[C:3]([O:5][C@H:6]1[CH2:11][CH2:10][C@H:9]([N:12]([CH2:14][CH2:15][C:16]([NH:18][C:19]2[CH:24]=[C:23]([O:25][CH3:26])[C:22]([CH2:27][OH:28])=[CH:21][C:20]=2[Cl:29])=[O:17])[CH3:13])[CH2:8][CH2:7]1)=[O:4]. (6) The reactants are [NH2:1][C:2]1[N:7]=[C:6]([Cl:8])[C:5]([C:9](=O)[CH3:10])=[C:4](Cl)[N:3]=1.[NH2:13][NH2:14]. The catalyst is C(Cl)Cl. The product is [Cl:8][C:6]1[N:7]=[C:2]([NH2:1])[N:3]=[C:4]2[NH:13][N:14]=[C:9]([CH3:10])[C:5]=12. The yield is 0.530. (7) The reactants are [H-].[Na+].[Cl:3][C:4]1[CH:9]=[CH:8][N:7]=[C:6]2[NH:10][CH:11]=[CH:12][C:5]=12.Cl[CH2:14][O:15][CH2:16][CH2:17][Si:18]([CH3:21])([CH3:20])[CH3:19]. The catalyst is CN(C=O)C. The product is [Cl:3][C:4]1[CH:9]=[CH:8][N:7]=[C:6]2[N:10]([CH2:14][O:15][CH2:16][CH2:17][Si:18]([CH3:21])([CH3:20])[CH3:19])[CH:11]=[CH:12][C:5]=12. The yield is 0.530.